This data is from Reaction yield outcomes from USPTO patents with 853,638 reactions. The task is: Predict the reaction yield, written as a fraction of the theoretical maximum amount of product (1.0 means a 100% yield; for example, 0.34 means a 34% yield). (1) The product is [CH3:29][C:21]1[C:20]([NH:19][C:18]2[C:15]([C:16]#[N:17])=[CH:14][N:13]=[CH:12][C:11]=2[C:9]2[O:10][C:6]3[CH:5]=[CH:4][C:3]([CH2:1][N:35]4[CH2:36][CH2:37][N:32]([CH3:31])[CH2:33][CH2:34]4)=[CH:30][C:7]=3[CH:8]=2)=[CH:28][CH:27]=[C:26]2[C:22]=1[CH:23]=[CH:24][NH:25]2. The reactants are [CH:1]([C:3]1[CH:4]=[CH:5][C:6]2[O:10][C:9]([C:11]3[CH:12]=[N:13][CH:14]=[C:15]([C:18]=3[NH:19][C:20]3[C:21]([CH3:29])=[C:22]4[C:26](=[CH:27][CH:28]=3)[NH:25][CH:24]=[CH:23]4)[C:16]#[N:17])=[CH:8][C:7]=2[CH:30]=1)=O.[CH3:31][N:32]1[CH2:37][CH2:36][NH:35][CH2:34][CH2:33]1.C(O)(=O)C.C(O[BH-](OC(=O)C)OC(=O)C)(=O)C.[Na+]. The yield is 0.580. The catalyst is C(Cl)Cl.CN1C(=O)CCC1. (2) The reactants are [Br:1][CH2:2][C:3]1[CH:10]=[CH:9][C:6]([C:7]#N)=[CH:5][C:4]=1[Cl:11].[H-].C([Al+]CC(C)C)C(C)C.Cl.[OH2:23]. The catalyst is C1(C)C=CC=CC=1. The product is [Br:1][CH2:2][C:3]1[CH:10]=[CH:9][C:6]([CH:7]=[O:23])=[CH:5][C:4]=1[Cl:11]. The yield is 0.800. (3) The reactants are [CH:1]([O:4][C:5](=[O:24])[C:6]1[CH:7]=[C:8]([CH:14]=[C:15]([C:17](=[O:23])[N:18]([CH3:22])[CH2:19][CH2:20][CH3:21])[CH:16]=1)[C:9]([O:11]CC)=[O:10])([CH3:3])[CH3:2].C(O)(C)C.[OH-].[Li+]. The catalyst is [OH-].[Na+].O. The product is [CH:1]([O:4][C:5](=[O:24])[C:6]1[CH:16]=[C:15]([C:17](=[O:23])[N:18]([CH3:22])[CH2:19][CH2:20][CH3:21])[CH:14]=[C:8]([C:9]([OH:11])=[O:10])[CH:7]=1)([CH3:2])[CH3:3]. The yield is 0.560. (4) The reactants are [CH2:1]([O:3][C:4]([C:6]1[C:11](OS(C(F)(F)F)(=O)=O)=[CH:10][CH:9]=[CH:8][N:7]=1)=[O:5])[CH3:2].[F:20][C:21]1[CH:26]=[CH:25][C:24]([F:27])=[CH:23][C:22]=1B(O)O.C([O-])([O-])=O.[Na+].[Na+].O. The catalyst is C1COCC1.C1C=CC([P]([Pd]([P](C2C=CC=CC=2)(C2C=CC=CC=2)C2C=CC=CC=2)([P](C2C=CC=CC=2)(C2C=CC=CC=2)C2C=CC=CC=2)[P](C2C=CC=CC=2)(C2C=CC=CC=2)C2C=CC=CC=2)(C2C=CC=CC=2)C2C=CC=CC=2)=CC=1. The product is [CH2:1]([O:3][C:4]([C:6]1[C:11]([C:25]2[CH:26]=[C:21]([F:20])[CH:22]=[CH:23][C:24]=2[F:27])=[CH:10][CH:9]=[CH:8][N:7]=1)=[O:5])[CH3:2]. The yield is 0.922. (5) The yield is 0.450. The product is [Br:43][C:39]1[CH:40]=[C:41]([CH3:42])[C:36]2[N:35]=[C:34]([CH2:44][CH2:45][CH3:46])[N:33]([CH2:32][CH2:31][O:19][C:12]3[CH:11]=[CH:10][C:9]([CH2:8][CH:4]4[S:3][C:2](=[O:1])[NH:6][C:5]4=[O:7])=[CH:18][C:13]=3[C:14]([O:16][CH3:17])=[O:15])[C:37]=2[CH:38]=1. The reactants are [O:1]=[C:2]1[NH:6][C:5](=[O:7])[CH:4]([CH2:8][C:9]2[CH:10]=[CH:11][C:12]([OH:19])=[C:13]([CH:18]=2)[C:14]([O:16][CH3:17])=[O:15])[S:3]1.C(=O)([O-])[O-].[Cs+].[Cs+].CS(O[CH2:31][CH2:32][N:33]1[C:37]2[CH:38]=[C:39]([Br:43])[CH:40]=[C:41]([CH3:42])[C:36]=2[N:35]=[C:34]1[CH2:44][CH2:45][CH3:46])(=O)=O.O. The catalyst is CN(C=O)C. (6) The reactants are Br[C:2]1[CH:3]=[CH:4][C:5]2[O:10][CH2:9][C:8](=[O:11])[NH:7][C:6]=2[C:12]=1[F:13].[CH3:14][O-:15].[Na+]. The catalyst is CO.[Cu]I. The product is [F:13][C:12]1[C:6]2[NH:7][C:8](=[O:11])[CH2:9][O:10][C:5]=2[CH:4]=[CH:3][C:2]=1[O:15][CH3:14]. The yield is 0.920. (7) The reactants are F[B-](F)(F)F.N#[O+].[CH3:8][C:9]1[CH:10]=[N:11][CH:12]=[C:13]([CH3:24])[C:14]=1[C:15]1[C:20]([CH3:21])=[CH:19][C:18](N)=[CH:17][C:16]=1[CH3:23].[Na+].[I-:26].[Al].[O-]S([O-])(=S)=O.[Na+].[Na+]. The catalyst is C(#N)C. The product is [I:26][C:18]1[CH:19]=[C:20]([CH3:21])[C:15]([C:14]2[C:9]([CH3:8])=[CH:10][N:11]=[CH:12][C:13]=2[CH3:24])=[C:16]([CH3:23])[CH:17]=1. The yield is 0.720.